This data is from Full USPTO retrosynthesis dataset with 1.9M reactions from patents (1976-2016). The task is: Predict the reactants needed to synthesize the given product. (1) Given the product [CH3:1][N:2]([CH3:28])[C:3]([C:5]1[C:15]2[CH2:16][CH2:17][C@@H:18]([C:20]3[CH:25]=[CH:24][CH:23]=[CH:22][C:21]=3[F:26])[O:27][C:14]=2[C:8]2[N:9]=[C:10]([CH3:13])[N:11]([CH3:12])[C:7]=2[CH:6]=1)=[O:4], predict the reactants needed to synthesize it. The reactants are: [CH3:1][N:2]([CH3:28])[C:3]([C:5]1[C:15]([CH2:16][CH2:17][C@H:18]([C:20]2[CH:25]=[CH:24][CH:23]=[CH:22][C:21]=2[F:26])O)=[C:14]([OH:27])[C:8]2[N:9]=[C:10]([CH3:13])[N:11]([CH3:12])[C:7]=2[CH:6]=1)=[O:4].C1(P(C2C=CC=CC=2)C2C=CC=CC=2)C=CC=CC=1.CC(OC(/N=N/C(OC(C)C)=O)=O)C. (2) Given the product [C:1]([O:5][C:6]([NH:8][NH:9][CH:10]1[CH2:11][N:12]([CH:14]([C:21]2[CH:26]=[CH:25][CH:24]=[CH:23][CH:22]=2)[C:15]2[CH:16]=[CH:17][CH:18]=[CH:19][CH:20]=2)[CH2:13]1)=[O:7])([CH3:4])([CH3:2])[CH3:3], predict the reactants needed to synthesize it. The reactants are: [C:1]([O:5][C:6]([NH:8][N:9]=[C:10]1[CH2:13][N:12]([CH:14]([C:21]2[CH:26]=[CH:25][CH:24]=[CH:23][CH:22]=2)[C:15]2[CH:20]=[CH:19][CH:18]=[CH:17][CH:16]=2)[CH2:11]1)=[O:7])([CH3:4])([CH3:3])[CH3:2].C([BH3-])#N.[Na+]. (3) Given the product [Br:27][C:12]1[C:8]([C:5]2[CH:4]=[CH:3][C:2]([F:1])=[CH:7][CH:6]=2)=[N:9][N:10]([CH3:19])[C:11]=1[C:13]1[CH:18]=[CH:17][N:16]=[CH:15][CH:14]=1, predict the reactants needed to synthesize it. The reactants are: [F:1][C:2]1[CH:7]=[CH:6][C:5]([C:8]2[CH:12]=[C:11]([C:13]3[CH:18]=[CH:17][N:16]=[CH:15][CH:14]=3)[N:10]([CH3:19])[N:9]=2)=[CH:4][CH:3]=1.C1C(=O)N([Br:27])C(=O)C1. (4) The reactants are: [OH:1][C:2]1[CH:3]=[C:4]([CH:7]=[CH:8][C:9]=1[O:10][CH2:11][CH2:12][CH2:13][CH3:14])[CH:5]=O.[CH3:15][C:16]([C:18]1[CH:23]=[C:22]([O:24][CH3:25])[C:21]([O:26][CH3:27])=[C:20]([O:28][CH3:29])[CH:19]=1)=[O:17].[OH-].[Na+]. Given the product [OH:1][C:2]1[CH:3]=[C:4](/[CH:5]=[CH:15]/[C:16]([C:18]2[CH:19]=[C:20]([O:28][CH3:29])[C:21]([O:26][CH3:27])=[C:22]([O:24][CH3:25])[CH:23]=2)=[O:17])[CH:7]=[CH:8][C:9]=1[O:10][CH2:11][CH2:12][CH2:13][CH3:14], predict the reactants needed to synthesize it.